From a dataset of NCI-60 drug combinations with 297,098 pairs across 59 cell lines. Regression. Given two drug SMILES strings and cell line genomic features, predict the synergy score measuring deviation from expected non-interaction effect. Drug 1: CC12CCC3C(C1CCC2O)C(CC4=C3C=CC(=C4)O)CCCCCCCCCS(=O)CCCC(C(F)(F)F)(F)F. Drug 2: C1=CN(C=N1)CC(O)(P(=O)(O)O)P(=O)(O)O. Cell line: HOP-62. Synergy scores: CSS=1.26, Synergy_ZIP=0.449, Synergy_Bliss=0.232, Synergy_Loewe=-0.810, Synergy_HSA=-2.97.